This data is from Full USPTO retrosynthesis dataset with 1.9M reactions from patents (1976-2016). The task is: Predict the reactants needed to synthesize the given product. (1) Given the product [C:17]1([NH:16][C:2]2[CH:14]=[CH:13][C:12]3[C:11]4[C:6](=[CH:7][CH:8]=[CH:9][CH:10]=4)[C:5](=[O:26])[C:4]=3[CH:3]=2)[CH:22]=[CH:21][CH:20]=[CH:19][CH:18]=1, predict the reactants needed to synthesize it. The reactants are: Br[C:2]1[C:3](=O)[C:4]2[C:12](=[CH:13][CH:14]=1)[C:11]1[C:6](=[CH:7][CH:8]=[CH:9][CH:10]=1)[CH:5]=2.[NH2:16][C:17]1[CH:22]=[CH:21][CH:20]=[CH:19][CH:18]=1.CC(C)([O-:26])C.[Na+]. (2) Given the product [C:1]([C:5]1[CH:13]=[C:12]([CH2:20][CH2:19][N:18]2[C:17](=[O:24])[C:16]3[C:15](=[CH:28][CH:27]=[CH:26][CH:25]=3)[C:14]2=[O:29])[C:8]([C:9]([NH2:11])=[O:10])=[CH:7][N:6]=1)([CH3:4])([CH3:2])[CH3:3], predict the reactants needed to synthesize it. The reactants are: [C:1]([C:5]1[CH:13]=[CH:12][C:8]([C:9]([NH2:11])=[O:10])=[CH:7][N:6]=1)([CH3:4])([CH3:3])[CH3:2].[C:14]1(=[O:29])[N:18]([CH2:19][CH2:20]C(O)=O)[C:17](=[O:24])[C:16]2=[CH:25][CH:26]=[CH:27][CH:28]=[C:15]12.N. (3) The reactants are: CON=[C:4]([CH2:10][C:11](=O)[CH:12]([CH3:14])[CH3:13])[C:5]([O:7][CH2:8][CH3:9])=[O:6].[Cl:16][C:17]1[C:18]([NH:23][NH2:24])=[N:19][CH:20]=[CH:21][CH:22]=1.O1CCCC1. Given the product [Cl:16][C:17]1[C:18]([N:23]2[C:4]([C:5]([O:7][CH2:8][CH3:9])=[O:6])=[CH:10][C:11]([CH:12]([CH3:13])[CH3:14])=[N:24]2)=[N:19][CH:20]=[CH:21][CH:22]=1, predict the reactants needed to synthesize it. (4) Given the product [NH2:29][C:6]1[C:7]([NH:9][C:10]2[CH:11]=[C:12]3[C:17](=[CH:18][CH:19]=2)[CH:16]([CH2:20][NH:21][C:22](=[O:28])[O:23][C:24]([CH3:26])([CH3:25])[CH3:27])[CH2:15][CH2:14][CH2:13]3)=[N:8][C:3]([O:2][CH3:1])=[CH:4][CH:5]=1, predict the reactants needed to synthesize it. The reactants are: [CH3:1][O:2][C:3]1[N:8]=[C:7]([NH:9][C:10]2[CH:11]=[C:12]3[C:17](=[CH:18][CH:19]=2)[CH:16]([CH2:20][NH:21][C:22](=[O:28])[O:23][C:24]([CH3:27])([CH3:26])[CH3:25])[CH2:15][CH2:14][CH2:13]3)[C:6]([N+:29]([O-])=O)=[CH:5][CH:4]=1. (5) Given the product [Cl:25][C:6]1[C:7]([C:9]2[NH:10][C:11](=[O:24])[N:12]([C:14]3[CH:15]=[CH:16][C:17]([C:20]([F:22])([F:23])[F:21])=[CH:18][CH:19]=3)[N:13]=2)=[CH:8][C:3]([CH2:2][NH:1][C:27](=[O:32])[C:28]([CH3:31])([CH3:30])[CH3:29])=[C:4]([F:26])[CH:5]=1, predict the reactants needed to synthesize it. The reactants are: [NH2:1][CH2:2][C:3]1[C:4]([F:26])=[CH:5][C:6]([Cl:25])=[C:7]([C:9]2[NH:10][C:11](=[O:24])[N:12]([C:14]3[CH:19]=[CH:18][C:17]([C:20]([F:23])([F:22])[F:21])=[CH:16][CH:15]=3)[N:13]=2)[CH:8]=1.[C:27](Cl)(=[O:32])[C:28]([CH3:31])([CH3:30])[CH3:29]. (6) Given the product [O:18]1[C:17]2[CH:21]=[CH:22][C:14]([C:11]3([C:9]([NH:8][C:6]4[S:7][C:3]([CH:2]([N:1]5[CH2:41][CH2:40][C@H:39]([O:38][Si:31]([C:34]([CH3:36])([CH3:35])[CH3:37])([CH3:32])[CH3:33])[CH2:43]5)[C:24]5[CH:29]=[CH:28][CH:27]=[CH:26][C:25]=5[Cl:30])=[C:4]([CH3:23])[N:5]=4)=[O:10])[CH2:13][CH2:12]3)=[CH:15][C:16]=2[O:20][CH2:19]1, predict the reactants needed to synthesize it. The reactants are: [NH2:1][CH:2]([C:24]1[CH:29]=[CH:28][CH:27]=[CH:26][C:25]=1[Cl:30])[C:3]1[S:7][C:6]([NH:8][C:9]([C:11]2([C:14]3[CH:22]=[CH:21][C:17]4[O:18][CH2:19][O:20][C:16]=4[CH:15]=3)[CH2:13][CH2:12]2)=[O:10])=[N:5][C:4]=1[CH3:23].[Si:31]([O:38][C@H:39]([CH2:43]Cl)[CH2:40][CH:41]=O)([C:34]([CH3:37])([CH3:36])[CH3:35])([CH3:33])[CH3:32].[BH4-].[Na+].C(Cl)Cl. (7) Given the product [NH:38]1[C:46]2[C:41](=[CH:42][CH:43]=[CH:44][CH:45]=2)[C:40]([CH2:47][CH2:48][C:49]([NH:51][C:52]2[CH:53]=[CH:54][C:55]3[N:59]=[CH:58][N:57]([CH:60]([C:67]4[CH:68]=[CH:69][CH:70]=[CH:71][CH:72]=4)[CH2:61][C:62]([OH:64])=[O:63])[C:56]=3[CH:73]=2)=[O:50])=[CH:39]1, predict the reactants needed to synthesize it. The reactants are: NC1C=CC2N=CN(C(C3C=CC=CC=3)CC(OCC)=O)C=2C=1.N1C2C(=CC=CC=2)C(CCC(O)=O)=C1.[NH:38]1[C:46]2[C:41](=[CH:42][CH:43]=[CH:44][CH:45]=2)[C:40]([CH2:47][CH2:48][C:49]([NH:51][C:52]2[CH:53]=[CH:54][C:55]3[N:59]=[CH:58][N:57]([CH:60]([C:67]4[CH:72]=[CH:71][CH:70]=[CH:69][CH:68]=4)[CH2:61][C:62]([O:64]CC)=[O:63])[C:56]=3[CH:73]=2)=[O:50])=[CH:39]1.[OH-].[Na+]. (8) Given the product [CH3:2][C:10]1[S:6][C:7]2[CH:14]=[CH:13][CH:12]=[CH:11][C:8]=2[CH:9]=1, predict the reactants needed to synthesize it. The reactants are: [Li][C:2](C)(C)C.[S:6]1[CH:10]=[CH:9][C:8]2[CH:11]=[CH:12][CH:13]=[CH:14][C:7]1=2.C1COCC1.IC. (9) Given the product [Cl:55][C:46]1[CH:45]=[CH:44][C:49]([N+:50]([O-:52])=[O:51])=[C:48]([F:53])[C:47]=1[Cl:54], predict the reactants needed to synthesize it. The reactants are: ClC1C([N+]([O-])=O)=C(Cl)C(Cl)=C(Cl)C=1Cl.ClC1C([N+]([O-])=O)=C(F)C(F)=C(F)C=1Cl.ClC1C([N+]([O-])=O)=C(F)C(F)=C(Cl)C=1Cl.Cl[C:44]1[C:49]([N+:50]([O-:52])=[O:51])=[C:48]([F:53])[C:47]([Cl:54])=[C:46]([Cl:55])[C:45]=1Cl. (10) Given the product [F:1][C:2]1[CH:3]=[C:4]([CH:28]=[C:29]([F:31])[CH:30]=1)[CH2:5][NH:6][C:7](=[O:8])[CH:9]([CH3:27])[C:10]([NH:12][CH:13]([CH2:17][C:18]1[C:26]2[C:21](=[CH:22][CH:23]=[CH:24][CH:25]=2)[NH:20][CH:19]=1)[C:14]([N:59]1[CH2:58][CH2:57][C:56]2[C:61](=[CH:62][CH:63]=[C:54]([O:53][CH3:52])[CH:55]=2)[CH2:60]1)=[O:15])=[O:11], predict the reactants needed to synthesize it. The reactants are: [F:1][C:2]1[CH:3]=[C:4]([CH:28]=[C:29]([F:31])[CH:30]=1)[CH2:5][NH:6][C:7]([CH:9]([CH3:27])[C:10]([NH:12][CH:13]([CH2:17][C:18]1[C:26]2[C:21](=[CH:22][CH:23]=[CH:24][CH:25]=2)[NH:20][CH:19]=1)[C:14](O)=[O:15])=[O:11])=[O:8].[B-](F)(F)(F)F.CN(C(ON1C(=O)C=CC=C1)=[N+](C)C)C.[CH3:52][O:53][C:54]1[CH:55]=[C:56]2[C:61](=[CH:62][CH:63]=1)[CH2:60][NH:59][CH2:58][CH2:57]2.CC#N.